Dataset: Catalyst prediction with 721,799 reactions and 888 catalyst types from USPTO. Task: Predict which catalyst facilitates the given reaction. Reactant: [Cl:1][C:2]1[S:6][C:5]([C:7]2[N:8]=[C:9]([N:16]3[C:24]4[C:19](=[CH:20][CH:21]=[C:22]([O:25][CH2:26][C:27]([O:29]CC)=[O:28])[CH:23]=4)[CH2:18][CH2:17]3)[C:10]3[CH2:15][CH2:14][CH2:13][C:11]=3[N:12]=2)=[CH:4][CH:3]=1.C(O)C.[OH-].[Na+]. Product: [Cl:1][C:2]1[S:6][C:5]([C:7]2[N:8]=[C:9]([N:16]3[C:24]4[C:19](=[CH:20][CH:21]=[C:22]([O:25][CH2:26][C:27]([OH:29])=[O:28])[CH:23]=4)[CH2:18][CH2:17]3)[C:10]3[CH2:15][CH2:14][CH2:13][C:11]=3[N:12]=2)=[CH:4][CH:3]=1. The catalyst class is: 12.